From a dataset of Full USPTO retrosynthesis dataset with 1.9M reactions from patents (1976-2016). Predict the reactants needed to synthesize the given product. (1) Given the product [C:1]([NH:5][C:6]([C:8]1[C:16]2[C:11](=[N:12][CH:13]=[C:14]([C:17]3[C:25]4[C:20](=[CH:21][CH:22]=[C:23]([O:26][CH:27]([F:29])[F:28])[CH:24]=4)[N:19]([CH:30]4[CH2:35][CH2:34][N:33]([CH3:36])[CH2:32][CH2:31]4)[N:18]=3)[N:15]=2)[NH:10][CH:9]=1)=[O:7])([CH3:4])([CH3:3])[CH3:2], predict the reactants needed to synthesize it. The reactants are: [C:1]([NH:5][C:6]([C:8]1[C:16]2[C:11](=[N:12][CH:13]=[C:14]([C:17]3[C:25]4[C:20](=[CH:21][CH:22]=[C:23]([O:26][CH:27]([F:29])[F:28])[CH:24]=4)[N:19]([CH:30]4[CH2:35][CH2:34][N:33]([CH3:36])[CH2:32][CH2:31]4)[N:18]=3)[N:15]=2)[N:10](COCC[Si](C)(C)C)[CH:9]=1)=[O:7])([CH3:4])([CH3:3])[CH3:2].FC(F)(F)C(O)=O.C(N)CN.O. (2) Given the product [NH2:66][C:67]1[C:72]([Cl:73])=[CH:71][C:70]([C:74]2[CH:75]=[CH:16][C:15]3[C:10](=[CH:11][CH:12]=[C:13]([C:18]4[N:22]([CH:23]5[CH2:24][CH2:25][CH2:26][CH2:27][CH2:28]5)[C:21]5[CH:29]=[CH:30][C:31]([C:33]([OH:35])=[O:34])=[CH:32][C:20]=5[N:19]=4)[CH:14]=3)[N:9]=2)=[CH:69][C:68]=1[Cl:77], predict the reactants needed to synthesize it. The reactants are: BrC1C=CC(O)=C(C2C=[CH:16][C:15]3[C:10](=[CH:11][CH:12]=[C:13]([C:18]4[N:22]([CH:23]5[CH2:28][CH2:27][CH2:26][CH2:25][CH2:24]5)[C:21]5[CH:29]=[CH:30][C:31]([C:33]([OH:35])=[O:34])=[CH:32][C:20]=5[N:19]=4)[CH:14]=3)[N:9]=2)C=1.C(OC(C1C=CC2N(C3CCCCC3)C(C3C=CC(N)=C(C=O)C=3)=NC=2C=1)=O)C.[NH2:66][C:67]1[C:72]([Cl:73])=[CH:71][C:70]([C:74](=O)[CH3:75])=[CH:69][C:68]=1[Cl:77].[OH-].[K+]. (3) Given the product [C:36]([C:28]1([NH:27][C:10]([C@@H:9]([NH:8][C:6]([C:16]2[CH:21]=[CH:20][C:19]([C:25]3[CH:24]=[CH:14][CH:13]=[CH:9][C:10]=3[Cl:22])=[CH:18][CH:17]=2)=[O:7])[CH2:13][C@@H:14]([C:16]2[CH:17]=[CH:18][CH:19]=[CH:20][CH:21]=2)[CH3:15])=[O:12])[CH2:33][CH2:32][N:31]([CH2:34][CH3:35])[CH2:30][CH2:29]1)#[N:37], predict the reactants needed to synthesize it. The reactants are: C(O[C:6]([NH:8][C@@H:9]([CH2:13][C@@H:14]([C:16]1[CH:21]=[CH:20][CH:19]=[CH:18][CH:17]=1)[CH3:15])[C:10]([OH:12])=O)=[O:7])(C)(C)C.[ClH:22].N[CH2:24][C:25]#N.[NH2:27][C:28]1([C:36]#[N:37])[CH2:33][CH2:32][N:31]([CH2:34][CH3:35])[CH2:30][CH2:29]1. (4) The reactants are: C(O)[C@H]1O[C@H](O[C@@H]([C@H](O)[C@@H](O)CO)[C@H](O)CO)[C@H](O)[C@@H](O)[C@@H]1O.C1(C)CCC(C(C)C)C(O)C1.[CH3:35][N:36]([CH2:38][CH2:39][C:40]1[C:44]2[CH:45]=[C:46]([CH2:49][N:50]3[N:54]=[CH:53][N:52]=[CH:51]3)[CH:47]=[CH:48][C:43]=2[NH:42][CH:41]=1)[CH3:37].C1C=CC(C(O)=O)=CC=1.C(O)[C@@H]1O[C@H](O[C@]2(CCl)O[C@H](CCl)[C@@H](O)[C@@H]2O)[C@@H](O)[C@@H](O)[C@H]1Cl.C=CN1C(=O)CCC1. Given the product [CH3:35][N:36]([CH2:38][CH2:39][C:40]1[C:44]2[CH:45]=[C:46]([CH2:49][N:50]3[N:54]=[CH:53][N:52]=[CH:51]3)[CH:47]=[CH:48][C:43]=2[NH:42][CH:41]=1)[CH3:37], predict the reactants needed to synthesize it. (5) Given the product [CH3:17][O:13][CH2:14][C@H:15]([O:12][C:6]1[CH:5]=[C:4]2[C:9]([CH:10]=[CH:11][C:2]([CH3:1])=[N:3]2)=[CH:8][CH:7]=1)[CH3:16], predict the reactants needed to synthesize it. The reactants are: [CH3:1][C:2]1[CH:11]=[CH:10][C:9]2[C:4](=[CH:5][C:6]([OH:12])=[CH:7][CH:8]=2)[N:3]=1.[O:13]1[CH2:17][CH2:16][CH2:15][CH2:14]1.C1(P(C2C=CC=CC=2)C2C=CC=CC=2)C=CC=CC=1.N(C(OCC)=O)=NC(OCC)=O.COC[C@@H](O)C.